Dataset: Reaction yield outcomes from USPTO patents with 853,638 reactions. Task: Predict the reaction yield, written as a fraction of the theoretical maximum amount of product (1.0 means a 100% yield; for example, 0.34 means a 34% yield). (1) The reactants are [NH2:1][C:2]1[N:7]=[CH:6][N:5]=[C:4]([NH:8][C@H:9]([C:11]2[N:16]([C:17]3[CH:22]=[CH:21][CH:20]=[CH:19][CH:18]=3)[C:15](=[O:23])[C:14]3=[C:24]([CH3:27])[CH:25]=[CH:26][N:13]3[N:12]=2)[CH3:10])[C:3]=1Br.[CH3:29][O:30][C:31]1[CH:36]=[CH:35][C:34]([S:37]([NH:40][C:41]2[CH:42]=[N:43][CH:44]=[C:45](B3OC(C)(C)C(C)(C)O3)[CH:46]=2)(=[O:39])=[O:38])=[CH:33][CH:32]=1.CC1(C)C(C)(C)OB(C2C=C(N)C=NC=2)O1.COC1C=CC(S(Cl)(=O)=O)=CC=1.C(=O)([O-])[O-].[Na+].[Na+]. The catalyst is C1(P([Pd-4](P(C2C=CC=CC=2)(C2C=CC=CC=2)C2C=CC=CC=2)(P(C2C=CC=CC=2)(C2C=CC=CC=2)C2C=CC=CC=2)P(C2C=CC=CC=2)(C2C=CC=CC=2)C2C=CC=CC=2)(C2C=CC=CC=2)C2C=CC=CC=2)C=CC=CC=1. The product is [NH2:1][C:2]1[C:3]([C:45]2[CH:46]=[C:41]([NH:40][S:37]([C:34]3[CH:35]=[CH:36][C:31]([O:30][CH3:29])=[CH:32][CH:33]=3)(=[O:39])=[O:38])[CH:42]=[N:43][CH:44]=2)=[C:4]([NH:8][C@H:9]([C:11]2[N:16]([C:17]3[CH:22]=[CH:21][CH:20]=[CH:19][CH:18]=3)[C:15](=[O:23])[C:14]3=[C:24]([CH3:27])[CH:25]=[CH:26][N:13]3[N:12]=2)[CH3:10])[N:5]=[CH:6][N:7]=1. The yield is 0.760. (2) The reactants are Cl[C:2]1[N:7]=[C:6]([C:8]2[S:12][C:11]([CH:13]([CH3:15])[CH3:14])=[N:10][C:9]=2[C:16]2[CH:17]=[CH:18][C:19]([F:34])=[C:20]([NH:22][S:23]([C:26]3[CH:31]=[C:30]([F:32])[CH:29]=[CH:28][C:27]=3[F:33])(=[O:25])=[O:24])[CH:21]=2)[CH:5]=[CH:4][N:3]=1.[CH3:35][NH2:36].C1COCC1. No catalyst specified. The product is [F:33][C:27]1[CH:28]=[CH:29][C:30]([F:32])=[CH:31][C:26]=1[S:23]([NH:22][C:20]1[CH:21]=[C:16]([C:9]2[N:10]=[C:11]([CH:13]([CH3:15])[CH3:14])[S:12][C:8]=2[C:6]2[CH:5]=[CH:4][N:3]=[C:2]([NH:36][CH3:35])[N:7]=2)[CH:17]=[CH:18][C:19]=1[F:34])(=[O:25])=[O:24]. The yield is 0.830. (3) The reactants are [CH3:1][O:2][CH2:3][C:4]1[S:5][CH:6]=[C:7]([C:9](OCC)=[O:10])[N:8]=1.CC(C[AlH]CC(C)C)C.C(O)(=O)C.C(C(C(C([O-])=O)O)O)([O-])=O.[K+].[Na+]. The catalyst is ClCCl. The product is [CH3:1][O:2][CH2:3][C:4]1[S:5][CH:6]=[C:7]([CH:9]=[O:10])[N:8]=1. The yield is 0.710. (4) The reactants are [Cl:1][C:2]([Cl:37])([Cl:36])[CH2:3][O:4][C:5](=[O:35])[C:6]1[CH:11]=[CH:10][CH:9]=[CH:8][C:7]=1[CH2:12][S:13][C:14]1[CH:19]=[CH:18][CH:17]=[C:16]([CH2:20][C:21]([O:23]CC2C=CC(C(F)(F)F)=CC=2)=[O:22])[CH:15]=1.ClC(Cl)(Cl)COC(=O)C1C=CC=CC=1CSC1C=CC=C(CC(O)=O)C=1.[F:64][C:65]([F:76])([F:75])[C:66]1[CH:71]=[CH:70][C:69]([CH:72](O)[CH3:73])=[CH:68][CH:67]=1.Cl. The catalyst is CN(C1C=CN=CC=1)C.CCCCCCC.CCOC(C)=O.C(Cl)Cl.C(Cl)CCl. The product is [Cl:1][C:2]([Cl:36])([Cl:37])[CH2:3][O:4][C:5](=[O:35])[C:6]1[CH:11]=[CH:10][CH:9]=[CH:8][C:7]=1[CH2:12][S:13][C:14]1[CH:19]=[CH:18][CH:17]=[C:16]([CH2:20][C:21]([O:23][CH2:73][CH2:72][C:69]2[CH:68]=[CH:67][C:66]([C:65]([F:64])([F:75])[F:76])=[CH:71][CH:70]=2)=[O:22])[CH:15]=1. The yield is 0.680. (5) The catalyst is CN(C1C=CN=CC=1)C.C1COCC1. The product is [I:1][C:2]1[CH:3]=[C:4]([CH:8]=[CH:9][C:10]=1[CH3:11])[C:5]([NH:39][C:38]1[CH:40]=[CH:41][C:35]([CH2:34][N:31]2[CH2:30][CH2:29][N:28]([CH3:27])[CH2:33][CH2:32]2)=[C:36]([C:42]([F:45])([F:44])[F:43])[CH:37]=1)=[O:6]. The yield is 0.672. The reactants are [I:1][C:2]1[CH:3]=[C:4]([CH:8]=[CH:9][C:10]=1[CH3:11])[C:5](Cl)=[O:6].IC1C=C(C=CC=1C)C(O)=O.O=S(Cl)Cl.[CH3:27][N:28]1[CH2:33][CH2:32][N:31]([CH2:34][C:35]2[CH:41]=[CH:40][C:38]([NH2:39])=[CH:37][C:36]=2[C:42]([F:45])([F:44])[F:43])[CH2:30][CH2:29]1.CCN(CC)CC.